Dataset: Forward reaction prediction with 1.9M reactions from USPTO patents (1976-2016). Task: Predict the product of the given reaction. (1) Given the reactants [C:1]([OH:9])(=[O:8])[C:2]1[CH:7]=[CH:6][CH:5]=[CH:4][CH:3]=1.[C:10]1([CH2:16][CH2:17]O)[CH:15]=[CH:14][CH:13]=[CH:12][CH:11]=1, predict the reaction product. The product is: [C:1]([O:9][CH2:17][CH2:16][C:10]1[CH:15]=[CH:14][CH:13]=[CH:12][CH:11]=1)(=[O:8])[C:2]1[CH:7]=[CH:6][CH:5]=[CH:4][CH:3]=1. (2) Given the reactants [CH2:1]([N:8]1[CH2:13][CH2:12][CH:11]([N:14]2[C:18]3=[N:19][C:20]([C:29]4[CH:34]=[CH:33][C:32]([NH2:35])=[CH:31][CH:30]=4)=[N:21][C:22]([N:23]4[CH2:28][CH2:27][O:26][CH2:25][CH2:24]4)=[C:17]3[CH:16]=[N:15]2)[CH2:10][CH2:9]1)[C:2]1[CH:7]=[CH:6][CH:5]=[CH:4][CH:3]=1.CCN(CC)CC.[CH3:43][N:44]=[C:45]=[S:46], predict the reaction product. The product is: [CH2:1]([N:8]1[CH2:9][CH2:10][CH:11]([N:14]2[C:18]3=[N:19][C:20]([C:29]4[CH:30]=[CH:31][C:32]([NH:35][C:45]([NH:44][CH3:43])=[S:46])=[CH:33][CH:34]=4)=[N:21][C:22]([N:23]4[CH2:24][CH2:25][O:26][CH2:27][CH2:28]4)=[C:17]3[CH:16]=[N:15]2)[CH2:12][CH2:13]1)[C:2]1[CH:7]=[CH:6][CH:5]=[CH:4][CH:3]=1. (3) Given the reactants [C:1]1([CH2:7][CH2:8][C:9]([O:11][CH2:12][CH3:13])=[O:10])[CH:6]=[CH:5][CH:4]=[CH:3][CH:2]=1.[Br:14][CH2:15][C:16](Cl)=[O:17].[Cl-].[Al+3].[Cl-].[Cl-], predict the reaction product. The product is: [Br:14][CH2:15][C:16]([C:4]1[CH:5]=[CH:6][C:1]([CH2:7][CH2:8][C:9]([O:11][CH2:12][CH3:13])=[O:10])=[CH:2][CH:3]=1)=[O:17]. (4) Given the reactants [Cl:1][C:2]1[CH:10]=[CH:9][CH:8]=[C:7]2[C:3]=1[C:4]([C:11]([NH:13][CH2:14][C:15]1([OH:23])[CH2:20][CH2:19][CH2:18][C:17]([F:22])([F:21])[CH2:16]1)=[O:12])=[CH:5][NH:6]2.C(OC([N:31]1[CH2:35][CH2:34][CH:33](O)[CH2:32]1)=O)(C)(C)C.C(P(=CC#N)(CCCC)CCCC)CCC, predict the reaction product. The product is: [Cl:1][C:2]1[CH:10]=[CH:9][CH:8]=[C:7]2[C:3]=1[C:4]([C:11]([NH:13][CH2:14][C:15]1([OH:23])[CH2:20][CH2:19][CH2:18][C:17]([F:22])([F:21])[CH2:16]1)=[O:12])=[CH:5][N:6]2[CH:33]1[CH2:34][CH2:35][NH:31][CH2:32]1. (5) Given the reactants C[O:2][C:3]([C:5]1[CH:6]=[CH:7][C:8]2[S:9][CH2:10][C:11](=[O:15])[NH:12][C:13]=2[N:14]=1)=[O:4].[OH-].[Na+], predict the reaction product. The product is: [O:15]=[C:11]1[CH2:10][S:9][C:8]2[CH:7]=[CH:6][C:5]([C:3]([OH:4])=[O:2])=[N:14][C:13]=2[NH:12]1. (6) Given the reactants [C:1]1([C:7]2[CH:12]=[CH:11][CH:10]=[CH:9][CH:8]=2)[CH:6]=[CH:5][CH:4]=[CH:3][CH:2]=1.C(O)(=O)C1C=CC=CC=1.C[N:23]([C:25]([O:29]N1N=NC2C=CC=CC1=2)=[N+](C)C)C.F[P-](F)(F)(F)(F)F.CN(C)C[C@@H]1CC[C@H](C2C=CC=CC=2)N1, predict the reaction product. The product is: [C:1]1([C:7]2[CH:8]=[CH:9][CH:10]=[CH:11][CH:12]=2)[C:6]([C:25]([NH2:23])=[O:29])=[CH:5][CH:4]=[CH:3][CH:2]=1. (7) Given the reactants CN(C(ON1N=NC2C=CC=NC1=2)=[N+](C)C)C.F[P-](F)(F)(F)(F)F.[CH2:25]([O:32][C:33]([NH:35][C@@H:36]([CH2:40][C:41]1[C:49]2[C:44](=[CH:45][CH:46]=[CH:47][CH:48]=2)[N:43]([C:50]([O:52][C:53]([CH3:56])([CH3:55])[CH3:54])=[O:51])[CH:42]=1)[C:37]([OH:39])=O)=[O:34])[C:26]1[CH:31]=[CH:30][CH:29]=[CH:28][CH:27]=1.Cl.[NH2:58][C@@H:59]([CH2:64][CH2:65][CH2:66][CH3:67])[C:60]([O:62][CH3:63])=[O:61].CCN(C(C)C)C(C)C, predict the reaction product. The product is: [CH2:25]([O:32][C:33]([NH:35][C@H:36]([C:37]([NH:58][C@@H:59]([CH2:64][CH2:65][CH2:66][CH3:67])[C:60]([O:62][CH3:63])=[O:61])=[O:39])[CH2:40][C:41]1[C:49]2[C:44](=[CH:45][CH:46]=[CH:47][CH:48]=2)[N:43]([C:50]([O:52][C:53]([CH3:55])([CH3:56])[CH3:54])=[O:51])[CH:42]=1)=[O:34])[C:26]1[CH:27]=[CH:28][CH:29]=[CH:30][CH:31]=1. (8) Given the reactants [NH:1]1[CH:9]=[C:7]([NH2:8])[C:5](=[O:6])[NH:4][C:2]1=[O:3].[Cl:10][C:11]1[CH:18]=[CH:17][C:14]([CH2:15]Br)=[CH:13][CH:12]=1.[H-].[Na+].C(OCC)(=O)C, predict the reaction product. The product is: [Cl:10][C:11]1[CH:18]=[CH:17][C:14]([CH2:15][N:4]2[C:5](=[O:6])[C:7]([CH3:9])=[N:8][NH:1][C:2]2=[O:3])=[CH:13][CH:12]=1. (9) Given the reactants [I:1]I.[Cl:3][C:4]1[CH:5]=[C:6]([Cl:14])[C:7]2[O:11][C:10]([CH3:12])=[CH:9][C:8]=2[CH:13]=1.[N+]([O-])([O-])=O.[Na+], predict the reaction product. The product is: [Cl:3][C:4]1[CH:5]=[C:6]([Cl:14])[C:7]2[O:11][C:10]([CH3:12])=[C:9]([I:1])[C:8]=2[CH:13]=1. (10) Given the reactants O=[C:2]1[CH2:7][CH2:6][CH2:5][CH2:4][CH:3]1[C:8]#[N:9].[CH2:10]([NH:12][NH2:13])C, predict the reaction product. The product is: [CH3:10][N:12]1[C:8]([NH2:9])=[C:3]2[C:2]([CH2:7][CH2:6][CH2:5][CH2:4]2)=[N:13]1.